Dataset: Forward reaction prediction with 1.9M reactions from USPTO patents (1976-2016). Task: Predict the product of the given reaction. (1) Given the reactants [CH3:1][O:2][C:3]1[CH:4]=[C:5]([CH2:13][CH2:14][C:15](Cl)=[O:16])[CH:6]=[CH:7][C:8]=1[O:9][CH2:10][C:11]#[CH:12].[F:18][C:19]1[CH:20]=[C:21]([CH:24]=[CH:25][C:26]=1[CH3:27])[CH2:22][NH2:23], predict the reaction product. The product is: [F:18][C:19]1[CH:20]=[C:21]([CH:24]=[CH:25][C:26]=1[CH3:27])[CH2:22][NH:23][C:15](=[O:16])[CH2:14][CH2:13][C:5]1[CH:6]=[CH:7][C:8]([O:9][CH2:10][C:11]#[CH:12])=[C:3]([O:2][CH3:1])[CH:4]=1. (2) Given the reactants Cl[C:2]1[CH:7]=[N:6][CH:5]=[C:4]([N:8]2[CH2:12][CH2:11][CH2:10][CH:9]2[C:13]2[CH:18]=[CH:17][C:16]([CH3:19])=[CH:15][CH:14]=2)[N:3]=1.[NH2:20][C:21]1[S:22][C:23]([C:26]([O:28][CH2:29][CH3:30])=[O:27])=[CH:24][N:25]=1.CC(C1C=C(C(C)C)C(C2C(P(C(C)(C)C)C(C)(C)C)=CC=CC=2)=C(C(C)C)C=1)C.P([O-])([O-])([O-])=O.[K+].[K+].[K+], predict the reaction product. The product is: [CH3:19][C:16]1[CH:17]=[CH:18][C:13]([CH:9]2[CH2:10][CH2:11][CH2:12][N:8]2[C:4]2[N:3]=[C:2]([NH:20][C:21]3[S:22][C:23]([C:26]([O:28][CH2:29][CH3:30])=[O:27])=[CH:24][N:25]=3)[CH:7]=[N:6][CH:5]=2)=[CH:14][CH:15]=1. (3) Given the reactants [CH3:1][N:2]1[CH2:7][CH2:6][CH:5]([O:8][C:9]2[CH:14]=[CH:13][C:12]([C:15]3[CH:20]=[CH:19][CH:18]=[C:17]([NH2:21])[CH:16]=3)=[CH:11][CH:10]=2)[CH2:4][CH2:3]1.C(N([CH2:27][CH3:28])CC)C.Cl[CH2:30][Cl:31], predict the reaction product. The product is: [Cl:31][C:30]1[CH:28]=[CH:27][C:10]([C:9]([NH:21][C:17]2[CH:16]=[C:15]([C:12]3[CH:11]=[CH:10][C:9]([O:8][CH:5]4[CH2:4][CH2:3][N:2]([CH3:1])[CH2:7][CH2:6]4)=[CH:14][CH:13]=3)[CH:20]=[CH:19][CH:18]=2)=[O:8])=[CH:11][CH:12]=1. (4) Given the reactants C(O[C:6]([NH:8][CH2:9][CH2:10][NH:11][C:12]1[N:17]=[C:16]([CH2:18][CH2:19][O:20][C:21]2[CH:43]=[CH:42][C:24]([CH2:25][C@@H:26]([C:38]([O:40][CH3:41])=[O:39])[NH:27][C:28]([C:30]3[C:35]([Cl:36])=[CH:34][CH:33]=[CH:32][C:31]=3[Cl:37])=[O:29])=[CH:23][CH:22]=2)[CH:15]=[CH:14][CH:13]=1)=O)(C)(C)C.Cl.C=O.[BH-](OC(C)=O)(OC(C)=O)O[C:49](C)=O.[Na+], predict the reaction product. The product is: [Cl:36][C:35]1[CH:34]=[CH:33][CH:32]=[C:31]([Cl:37])[C:30]=1[C:28]([NH:27][C@H:26]([C:38]([O:40][CH3:41])=[O:39])[CH2:25][C:24]1[CH:42]=[CH:43][C:21]([O:20][CH2:19][CH2:18][C:16]2[CH:15]=[CH:14][CH:13]=[C:12]([NH:11][CH2:10][CH2:9][N:8]([CH3:6])[CH3:49])[N:17]=2)=[CH:22][CH:23]=1)=[O:29].